Dataset: NCI-60 drug combinations with 297,098 pairs across 59 cell lines. Task: Regression. Given two drug SMILES strings and cell line genomic features, predict the synergy score measuring deviation from expected non-interaction effect. Drug 1: CC1C(C(CC(O1)OC2CC(OC(C2O)C)OC3=CC4=CC5=C(C(=O)C(C(C5)C(C(=O)C(C(C)O)O)OC)OC6CC(C(C(O6)C)O)OC7CC(C(C(O7)C)O)OC8CC(C(C(O8)C)O)(C)O)C(=C4C(=C3C)O)O)O)O. Drug 2: C1C(C(OC1N2C=NC(=NC2=O)N)CO)O. Cell line: HT29. Synergy scores: CSS=38.1, Synergy_ZIP=-0.537, Synergy_Bliss=-2.43, Synergy_Loewe=-4.25, Synergy_HSA=-2.36.